From a dataset of Reaction yield outcomes from USPTO patents with 853,638 reactions. Predict the reaction yield, written as a fraction of the theoretical maximum amount of product (1.0 means a 100% yield; for example, 0.34 means a 34% yield). (1) The reactants are N1[CH:6]=[CH:5][CH:4]=[C:3]([CH3:7])[CH:2]=1.Cl.[OH-:9].[Na+]. No catalyst specified. The product is [CH2:2]([C:3]1[C:7](=[O:9])[CH2:6][CH2:5][CH:4]=1)[CH2:2][CH2:3][CH2:4][CH3:5]. The yield is 0.808. (2) The reactants are S(=O)(=O)(O)O.[N:6]1[C:15]2[C:10](=[CH:11][C:12]([CH2:16][C:17]([OH:19])=[O:18])=[CH:13][CH:14]=2)[CH:9]=[CH:8][CH:7]=1.[OH-].[Na+].[C:22](=O)(O)[O-].[Na+]. The catalyst is CO. The product is [N:6]1[C:15]2[C:10](=[CH:11][C:12]([CH2:16][C:17]([O:19][CH3:22])=[O:18])=[CH:13][CH:14]=2)[CH:9]=[CH:8][CH:7]=1. The yield is 0.980. (3) The reactants are [NH:1]1[C:9]2[C:4](=[CH:5][CH:6]=[C:7]([NH:10][C:11]3[N:20]=[C:19](Cl)[CH:18]=[C:17]([C:22]#[N:23])[C:12]=3[C:13]([O:15][CH3:16])=[O:14])[CH:8]=2)[CH:3]=[N:2]1.[NH2:24][C@@H:25]1[CH2:30][CH2:29][CH2:28][CH2:27][C@@H:26]1[NH:31][C:32](=[O:38])[O:33][C:34]([CH3:37])([CH3:36])[CH3:35].CCN(CC)CC.O. The catalyst is C1COCC1.CCOC(C)=O. The product is [NH:1]1[C:9]2[C:4](=[CH:5][CH:6]=[C:7]([NH:10][C:11]3[N:20]=[C:19]([NH:24][C@@H:25]4[CH2:30][CH2:29][CH2:28][CH2:27][C@@H:26]4[NH:31][C:32]([O:33][C:34]([CH3:37])([CH3:36])[CH3:35])=[O:38])[CH:18]=[C:17]([C:22]#[N:23])[C:12]=3[C:13]([O:15][CH3:16])=[O:14])[CH:8]=2)[CH:3]=[N:2]1. The yield is 0.620.